Task: Predict the reactants needed to synthesize the given product.. Dataset: Full USPTO retrosynthesis dataset with 1.9M reactions from patents (1976-2016) (1) Given the product [CH3:1][C:2]1([CH3:31])[C:10]2[CH:9]=[C:8]3[NH:11][C:12]([CH2:13][CH2:14][C:15]4[CH:20]=[CH:19][CH:18]=[CH:17][CH:16]=4)=[N:22][C:7]3=[CH:6][C:5]=2[N:4]([CH2:25][C:26]#[C:27][CH2:28][CH3:29])[C:3]1=[O:30], predict the reactants needed to synthesize it. The reactants are: [CH3:1][C:2]1([CH3:31])[C:10]2[C:5](=[CH:6][C:7]([N+:22]([O-])=O)=[C:8]([NH:11][C:12](=O)[CH2:13][CH2:14][C:15]3[CH:20]=[CH:19][CH:18]=[CH:17][CH:16]=3)[CH:9]=2)[N:4]([CH2:25][C:26]#[C:27][CH2:28][CH3:29])[C:3]1=[O:30].Cl[Sn]Cl.O. (2) Given the product [CH2:11]([N:18]1[CH:2]=[C:1]([C:3]2[CH:10]=[CH:9][CH:8]=[CH:7][C:4]=2[CH:5]=[O:6])[N:20]=[N:19]1)[C:12]1[CH:17]=[CH:16][CH:15]=[CH:14][CH:13]=1.[CH2:11]([N:18]1[C:1]([C:3]2[CH:10]=[CH:9][CH:8]=[CH:7][C:4]=2[CH:5]=[O:6])=[CH:2][N:20]=[N:19]1)[C:12]1[CH:17]=[CH:16][CH:15]=[CH:14][CH:13]=1, predict the reactants needed to synthesize it. The reactants are: [C:1]([C:3]1[CH:10]=[CH:9][CH:8]=[CH:7][C:4]=1[CH:5]=[O:6])#[CH:2].[CH2:11]([N:18]=[N+:19]=[N-:20])[C:12]1[CH:17]=[CH:16][CH:15]=[CH:14][CH:13]=1. (3) Given the product [F:3][C:4]1[CH:5]=[C:6]([CH:16]=[CH:17][CH:18]=1)[CH:7]=[C:20]1[CH2:25][CH2:24][N:23]([C:26]([O:28][CH2:29][C:30]2[CH:31]=[CH:32][CH:33]=[CH:34][CH:35]=2)=[O:27])[CH2:22][CH2:21]1, predict the reactants needed to synthesize it. The reactants are: [H-].[Na+].[F:3][C:4]1[CH:5]=[C:6]([CH:16]=[CH:17][CH:18]=1)[CH2:7]P(=O)(OCC)OCC.O=[C:20]1[CH2:25][CH2:24][N:23]([C:26]([O:28][CH2:29][C:30]2[CH:35]=[CH:34][CH:33]=[CH:32][CH:31]=2)=[O:27])[CH2:22][CH2:21]1. (4) Given the product [NH2:113][C@H:114]([C:125]([NH:127][C@H:128]([C:136]([O:138][CH3:139])=[O:137])[CH2:129][S:130][CH2:131][NH:132][C:133]([CH3:135])=[O:134])=[O:126])[CH2:115][C:116]1[C:124]2[C:119](=[CH:120][CH:121]=[CH:122][CH:123]=2)[NH:118][CH:117]=1, predict the reactants needed to synthesize it. The reactants are: N(C(C)=O)[C@H](C(N[C@H](C(N[C@@H](C(N[C@H](C(N[C@@H](C(N[C@H](C([NH:113][C@H:114]([C:125]([NH:127][C@H:128]([C:136]([O:138][CH3:139])=[O:137])[CH2:129][S:130][CH2:131][NH:132][C:133]([CH3:135])=[O:134])=[O:126])[CH2:115][C:116]1[C:124]2[C:119](=[CH:120][CH:121]=[CH:122][CH:123]=2)[NH:118][CH:117]=1)=O)CCCNC(=N)NS(C1C(C)=C2C(OC(C2)(C)C)=C(C)C=1C)(=O)=O)=O)CC1C=CC=CC=1)=O)CC1N=CN(C(C2C=CC=CC=2)(C2C=CC=CC=2)C2C=CC=CC=2)C=1)=O)C)=O)CSCNC(C)=O)=O)CCCNC(=N)NS(C1C(C)=C2C(OC(C2)(C)C)=C(C)C=1C)(=O)=O.N(C(C)=O)[C@H](C(N[C@H](C(N[C@@H](C(N[C@H](C(N[C@@H](C(N[C@H](C(NN)=O)CCCNC(=N)NS(C1C(C)=C2C(OC(C2)(C)C)=C(C)C=1C)(=O)=O)=O)CC1C=CC=CC=1)=O)CC1N=CN(C(C2C=CC=CC=2)(C2C=CC=CC=2)C2C=CC=CC=2)C=1)=O)C)=O)CSCNC(C)=O)=O)CCCNC(=N)NS(C1C(C)=C2C(OC(C2)(C)C)=C(C)C=1C)(=O)=O. (5) The reactants are: [O:1]=[C:2]1[C:7]([CH2:8][N:9]2C(=O)C3C(=CC=CC=3)C2=O)=[N:6][N:5]=[CH:4][NH:3]1.NN. Given the product [NH2:9][CH2:8][C:7]1[C:2](=[O:1])[NH:3][CH:4]=[N:5][N:6]=1, predict the reactants needed to synthesize it. (6) Given the product [C:1]([O:5][C:6](=[O:18])[NH:7][C:8]1[CH:9]=[N:10][C:11]([CH:14]([F:15])[F:16])=[CH:12][CH:13]=1)([CH3:4])([CH3:2])[CH3:3], predict the reactants needed to synthesize it. The reactants are: [C:1]([O:5][C:6](=[O:18])[NH:7][C:8]1[CH:9]=[N:10][C:11]([C:14](Cl)([F:16])[F:15])=[CH:12][CH:13]=1)([CH3:4])([CH3:3])[CH3:2]. (7) Given the product [CH2:25]([C:22]1([CH2:29][CH2:30][CH2:31][CH3:32])[C:21]2[C:16](=[CH:17][CH:18]=[CH:19][CH:20]=2)[C:15]([OH:33])=[C:14]([C:12]2[NH:11][C:6]3[CH:7]=[CH:8][CH:9]=[CH:10][C:5]=3[S:2](=[O:4])(=[O:3])[N:1]=2)[C:23]1=[O:24])[CH2:26][CH2:27][CH3:28], predict the reactants needed to synthesize it. The reactants are: [NH2:1][S:2]([C:5]1[CH:10]=[CH:9][CH:8]=[CH:7][C:6]=1[NH:11][C:12]([C:14]1[C:23](=[O:24])[C:22]([CH2:29][CH2:30][CH2:31][CH3:32])([CH2:25][CH2:26][CH2:27][CH3:28])[C:21]2[C:16](=[CH:17][CH:18]=[CH:19][CH:20]=2)[C:15]=1[OH:33])=O)(=[O:4])=[O:3].C(=O)([O-])[O-].[Cs+].[Cs+]. (8) Given the product [O:5]1[C:15]2=[C:16]3[C:11](=[CH:12][CH:13]=[CH:14]2)[CH:10]([CH2:17][N:18]2[C:26](=[O:27])[C:25]4[C:20](=[CH:21][CH:22]=[CH:23][CH:24]=4)[C:19]2=[O:28])[CH2:9][N:8]3[CH2:7][CH2:6]1, predict the reactants needed to synthesize it. The reactants are: C([BH3-])#N.[Na+].[O:5]1[C:15]2=[C:16]3[C:11](=[CH:12][CH:13]=[CH:14]2)[C:10]([CH2:17][N:18]2[C:26](=[O:27])[C:25]4[C:20](=[CH:21][CH:22]=[CH:23][CH:24]=4)[C:19]2=[O:28])=[CH:9][N:8]3[CH2:7][CH2:6]1.[OH-].[Na+]. (9) Given the product [Cl:22][C:17]1[CH:16]=[C:15]([NH:14][C:5]2[C:4]3[C:9](=[CH:10][CH:11]=[C:2]([NH:1][CH2:34][C:31]4[S:30][C:29]([N:23]5[CH2:28][CH2:27][O:26][CH2:25][CH2:24]5)=[N:33][CH:32]=4)[CH:3]=3)[N:8]=[CH:7][C:6]=2[C:12]#[N:13])[CH:20]=[CH:19][C:18]=1[F:21], predict the reactants needed to synthesize it. The reactants are: [NH2:1][C:2]1[CH:3]=[C:4]2[C:9](=[CH:10][CH:11]=1)[N:8]=[CH:7][C:6]([C:12]#[N:13])=[C:5]2[NH:14][C:15]1[CH:20]=[CH:19][C:18]([F:21])=[C:17]([Cl:22])[CH:16]=1.[N:23]1([C:29]2[S:30][C:31]([CH:34]=O)=[CH:32][N:33]=2)[CH2:28][CH2:27][O:26][CH2:25][CH2:24]1.[BH3-]C#N.[Na+]. (10) Given the product [CH3:30][N:13]1[CH:14]=[C:15]2[C:11]([C:9](=[O:10])[NH:8][CH2:7][CH2:6][CH2:5][CH2:4][CH2:3][CH2:2][N:26]3[CH:25]=[C:24]([C:20]4[CH:19]=[C:18]([C:17](=[O:29])[NH:16]2)[CH:23]=[CH:22][CH:21]=4)[CH:28]=[N:27]3)=[N:12]1, predict the reactants needed to synthesize it. The reactants are: Br[CH2:2][CH2:3][CH2:4][CH2:5][CH2:6][CH2:7][NH:8][C:9]([C:11]1[C:15]([NH:16][C:17](=[O:29])[C:18]2[CH:23]=[CH:22][CH:21]=[C:20]([C:24]3[CH:25]=[N:26][NH:27][CH:28]=3)[CH:19]=2)=[CH:14][N:13]([CH3:30])[N:12]=1)=[O:10].C(N(C(C)C)C(C)C)C.